Dataset: Catalyst prediction with 721,799 reactions and 888 catalyst types from USPTO. Task: Predict which catalyst facilitates the given reaction. (1) Reactant: [C:1]1([CH2:11][C:12]2[O:16][N:15]=[C:14]([C:17]([OH:19])=O)[CH:13]=2)[C:10]2[C:5](=[CH:6][CH:7]=[CH:8][CH:9]=2)[CH:4]=[CH:3][CH:2]=1.Cl.[O:21]1[CH2:25][CH2:24][CH:23]([CH2:26][NH2:27])[CH2:22]1.C(N(CC)CC)C.ON1C2C=CC=CC=2N=N1.Cl.C(N=C=NCCCN(C)C)C. Product: [O:21]1[CH2:25][CH2:24][CH:23]([CH2:26][NH:27][C:17]([C:14]2[CH:13]=[C:12]([CH2:11][C:1]3[C:10]4[C:5](=[CH:6][CH:7]=[CH:8][CH:9]=4)[CH:4]=[CH:3][CH:2]=3)[O:16][N:15]=2)=[O:19])[CH2:22]1. The catalyst class is: 22. (2) The catalyst class is: 560. Reactant: [Si:1]([O:8][C:9]1[C:14]([CH3:15])=[CH:13][C:12]([C:16]2([OH:26])[C:24]3[C:19](=[CH:20][CH:21]=[CH:22][CH:23]=3)[NH:18][C:17]2=[O:25])=[CH:11][C:10]=1[CH3:27])([C:4]([CH3:7])([CH3:6])[CH3:5])([CH3:3])[CH3:2].[F:28][C:29]([F:41])([F:40])[O:30][C:31]1[CH:32]=[C:33](B(O)O)[CH:34]=[CH:35][CH:36]=1.N1C=CC=CC=1. Product: [C:4]([Si:1]([CH3:3])([CH3:2])[O:8][C:9]1[C:10]([CH3:27])=[CH:11][C:12]([C:16]2([OH:26])[C:24]3[C:19](=[CH:20][CH:21]=[CH:22][CH:23]=3)[N:18]([C:33]3[CH:34]=[CH:35][CH:36]=[C:31]([O:30][C:29]([F:28])([F:40])[F:41])[CH:32]=3)[C:17]2=[O:25])=[CH:13][C:14]=1[CH3:15])([CH3:6])([CH3:5])[CH3:7].